From a dataset of Forward reaction prediction with 1.9M reactions from USPTO patents (1976-2016). Predict the product of the given reaction. (1) Given the reactants C([O:3][C:4]([C:6]1[O:7][C:8]([C:11]2[CH:16]=[CH:15][C:14]([S:17]([CH3:20])(=[O:19])=[O:18])=[CH:13][CH:12]=2)=[CH:9][N:10]=1)=[O:5])C.[OH-].[Na+], predict the reaction product. The product is: [CH3:20][S:17]([C:14]1[CH:13]=[CH:12][C:11]([C:8]2[O:7][C:6]([C:4]([OH:5])=[O:3])=[N:10][CH:9]=2)=[CH:16][CH:15]=1)(=[O:18])=[O:19]. (2) Given the reactants [F:1][C:2]1[C:10]2[CH2:9][O:8][C:7](=[O:11])[C:6]=2[CH:5]=[CH:4][C:3]=1/[CH:12]=[CH:13]/[CH:14]1[CH2:19][CH2:18][N:17]([C:20]([O:22][C:23]([CH3:26])([CH3:25])[CH3:24])=[O:21])[CH2:16][CH2:15]1.CC(O)=O, predict the reaction product. The product is: [F:1][C:2]1[C:10]2[CH2:9][O:8][C:7](=[O:11])[C:6]=2[CH:5]=[CH:4][C:3]=1[CH2:12][CH2:13][CH:14]1[CH2:15][CH2:16][N:17]([C:20]([O:22][C:23]([CH3:26])([CH3:25])[CH3:24])=[O:21])[CH2:18][CH2:19]1. (3) Given the reactants [C:1]([N:5]1[C:10](=[O:11])[C:9]([Cl:12])=[C:8]([O:13][CH2:14][C:15]2[CH:20]=[CH:19][C:18]([CH2:21][CH2:22][CH2:23][CH2:24][O:25][Si](C(C)(C)C)(C)C)=[CH:17][CH:16]=2)[CH:7]=[N:6]1)([CH3:4])([CH3:3])[CH3:2].[F-].C([NH3+])(C)(C)C, predict the reaction product. The product is: [C:1]([N:5]1[C:10](=[O:11])[C:9]([Cl:12])=[C:8]([O:13][CH2:14][C:15]2[CH:16]=[CH:17][C:18]([CH2:21][CH2:22][CH2:23][CH2:24][OH:25])=[CH:19][CH:20]=2)[CH:7]=[N:6]1)([CH3:4])([CH3:3])[CH3:2]. (4) Given the reactants CO[N:3]=[CH:4][C:5]1[CH:10]=[CH:9][C:8]([O:11][CH2:12][CH2:13][O:14][CH3:15])=[C:7]([OH:16])[CH:6]=1.Cl, predict the reaction product. The product is: [NH2:3][CH2:4][C:5]1[CH:10]=[CH:9][C:8]([O:11][CH2:12][CH2:13][O:14][CH3:15])=[C:7]([OH:16])[CH:6]=1. (5) Given the reactants C([Sn]([CH2:12][CH2:13][CH2:14][CH3:15])([CH2:12][CH2:13][CH2:14][CH3:15])[CH2:12][CH2:13][CH2:14][CH3:15])=C.IC1C=[N:19][N:20]([C:24]([O:26][C:27]([CH3:30])([CH3:29])[CH3:28])=[O:25])[C:21](=[O:23])[CH:22]=1, predict the reaction product. The product is: [O:23]=[C:21]1[N:20]([C:24]([O:26][C:27]([CH3:30])([CH3:29])[CH3:28])=[O:25])[N:19]=[CH:12][C:13]([CH:14]=[CH2:15])=[CH:22]1. (6) Given the reactants CN(CCN([CH2:8][CH2:9][N:10](C)C)C)C.O=[C:14]1O[C@H:19]([C@H:21]([CH2:23]O)O)[C:17]([O-])=[C:15]1O.[Na+], predict the reaction product. The product is: [CH:14]1[CH:23]=[CH:21][C:19]([CH2:8][CH2:9][NH2:10])=[CH:17][CH:15]=1. (7) Given the reactants Br[C:2]1[CH:10]=[CH:9][C:8]([CH3:11])=[C:7]2[C:3]=1[C:4]([CH2:12][CH2:13][O:14][Si:15]([C:18]([CH3:21])([CH3:20])[CH3:19])([CH3:17])[CH3:16])=[CH:5][NH:6]2.[Li]C(C)(C)C.[C:27](=[O:29])=[O:28], predict the reaction product. The product is: [C:18]([Si:15]([CH3:17])([CH3:16])[O:14][CH2:13][CH2:12][C:4]1[C:3]2[C:2]([C:27]([OH:29])=[O:28])=[CH:10][CH:9]=[C:8]([CH3:11])[C:7]=2[NH:6][CH:5]=1)([CH3:21])([CH3:20])[CH3:19].